Dataset: Forward reaction prediction with 1.9M reactions from USPTO patents (1976-2016). Task: Predict the product of the given reaction. (1) Given the reactants CO[C:3]1[CH:8]=[CH:7][CH:6]=[CH:5][C:4]=1[CH2:9][CH2:10][CH2:11][NH2:12].[CH3:13][O:14][C:15]([C:17]1[C:18]([C:24]([F:27])([F:26])[F:25])=[N:19][C:20](Cl)=[N:21][CH:22]=1)=[O:16].[C:28]([O-])(=[O:30])C.[K+], predict the reaction product. The product is: [CH3:13][O:14][C:15]([C:17]1[C:18]([C:24]([F:27])([F:26])[F:25])=[N:19][C:20]([NH:12][CH2:11][CH2:10][CH2:9][C:4]2[CH:3]=[CH:8][CH:7]=[C:6]([O:30][CH3:28])[CH:5]=2)=[N:21][CH:22]=1)=[O:16]. (2) Given the reactants C([SiH2][O:6][C:7](C)(C)[C:8]1[CH2:9][CH:10]([CH2:14][CH:15]=O)[CH2:11][CH2:12][CH:13]=1)(C)(C)C.S([CH2:29][N+:30]#[C-:31])(C1C=CC(C)=CC=1)(=O)=O.[C-]#N.[Na+].CCCC[N+:39](CCCC)(CCCC)CCCC.[F-], predict the reaction product. The product is: [NH:30]1[CH:31]=[C:15]([CH2:14][CH:10]2[CH2:9][C:8]([CH2:7][OH:6])=[CH:13][CH2:12][CH2:11]2)[N:39]=[CH:29]1. (3) Given the reactants C([Li])CCC.CN(C)CCN(C)C.[F:14][C:15]1[CH:16]=[N:17][CH:18]=[CH:19][CH:20]=1.CN(C)[CH:23]=[O:24], predict the reaction product. The product is: [F:14][C:15]1[C:16]([CH:23]=[O:24])=[N:17][CH:18]=[CH:19][CH:20]=1.